From a dataset of Forward reaction prediction with 1.9M reactions from USPTO patents (1976-2016). Predict the product of the given reaction. (1) Given the reactants [O:1]1[CH2:6][CH2:5][CH:4]([NH2:7])[CH2:3][CH2:2]1.[CH2:8]([N:15]=[C:16]=[O:17])[C:9]1[CH:14]=[CH:13][CH:12]=[CH:11][CH:10]=1.[C:18](Cl)(=[O:23])[CH2:19][C:20](Cl)=[O:21], predict the reaction product. The product is: [C:9]1([CH2:8][N:15]2[C:20](=[O:21])[CH2:19][C:18](=[O:23])[N:7]([CH:4]3[CH2:5][CH2:6][O:1][CH2:2][CH2:3]3)[C:16]2=[O:17])[CH:14]=[CH:13][CH:12]=[CH:11][CH:10]=1. (2) Given the reactants [CH3:1][O:2][C:3]([C:5]1[NH:6][C:7]2[C:12]([CH:13]=1)=[CH:11][CH:10]=[CH:9][CH:8]=2)=[O:4].[H-].[Na+].Br[CH2:17][C:18]1[CH:22]=[C:21]([C:23]2[S:24][C:25]([Cl:28])=[CH:26][CH:27]=2)[O:20][N:19]=1.O, predict the reaction product. The product is: [CH3:1][O:2][C:3]([C:5]1[N:6]([CH2:17][C:18]2[CH:22]=[C:21]([C:23]3[S:24][C:25]([Cl:28])=[CH:26][CH:27]=3)[O:20][N:19]=2)[C:7]2[C:12]([CH:13]=1)=[CH:11][CH:10]=[CH:9][CH:8]=2)=[O:4].